Dataset: NCI-60 drug combinations with 297,098 pairs across 59 cell lines. Task: Regression. Given two drug SMILES strings and cell line genomic features, predict the synergy score measuring deviation from expected non-interaction effect. (1) Synergy scores: CSS=-2.29, Synergy_ZIP=1.64, Synergy_Bliss=1.28, Synergy_Loewe=-2.17, Synergy_HSA=-2.01. Cell line: OVCAR3. Drug 2: CN1C(=O)N2C=NC(=C2N=N1)C(=O)N. Drug 1: CN(C)C1=NC(=NC(=N1)N(C)C)N(C)C. (2) Drug 1: CC1CCC2CC(C(=CC=CC=CC(CC(C(=O)C(C(C(=CC(C(=O)CC(OC(=O)C3CCCCN3C(=O)C(=O)C1(O2)O)C(C)CC4CCC(C(C4)OC)O)C)C)O)OC)C)C)C)OC. Drug 2: CC1=C2C(C(=O)C3(C(CC4C(C3C(C(C2(C)C)(CC1OC(=O)C(C(C5=CC=CC=C5)NC(=O)C6=CC=CC=C6)O)O)OC(=O)C7=CC=CC=C7)(CO4)OC(=O)C)O)C)OC(=O)C. Cell line: UO-31. Synergy scores: CSS=9.02, Synergy_ZIP=3.24, Synergy_Bliss=3.05, Synergy_Loewe=2.71, Synergy_HSA=3.66. (3) Drug 1: CC1C(C(CC(O1)OC2CC(CC3=C2C(=C4C(=C3O)C(=O)C5=C(C4=O)C(=CC=C5)OC)O)(C(=O)CO)O)N)O.Cl. Drug 2: B(C(CC(C)C)NC(=O)C(CC1=CC=CC=C1)NC(=O)C2=NC=CN=C2)(O)O. Cell line: HCC-2998. Synergy scores: CSS=54.8, Synergy_ZIP=2.23, Synergy_Bliss=-0.774, Synergy_Loewe=-17.7, Synergy_HSA=-9.69. (4) Drug 1: CC1C(C(CC(O1)OC2CC(OC(C2O)C)OC3=CC4=CC5=C(C(=O)C(C(C5)C(C(=O)C(C(C)O)O)OC)OC6CC(C(C(O6)C)O)OC7CC(C(C(O7)C)O)OC8CC(C(C(O8)C)O)(C)O)C(=C4C(=C3C)O)O)O)O. Drug 2: CCC1(C2=C(COC1=O)C(=O)N3CC4=CC5=C(C=CC(=C5CN(C)C)O)N=C4C3=C2)O.Cl. Cell line: ACHN. Synergy scores: CSS=28.3, Synergy_ZIP=-2.27, Synergy_Bliss=-2.78, Synergy_Loewe=-16.6, Synergy_HSA=-1.62. (5) Drug 1: C1CN1C2=NC(=NC(=N2)N3CC3)N4CC4. Drug 2: N.N.Cl[Pt+2]Cl. Cell line: TK-10. Synergy scores: CSS=36.6, Synergy_ZIP=-2.77, Synergy_Bliss=2.13, Synergy_Loewe=4.12, Synergy_HSA=5.81.